From a dataset of Full USPTO retrosynthesis dataset with 1.9M reactions from patents (1976-2016). Predict the reactants needed to synthesize the given product. (1) Given the product [F:23][C:24]1[CH:25]=[C:26]([S:31]([NH:1][C:4]2[CH:13]=[CH:12][CH:11]=[C:10]3[C:5]=2[CH:6]=[CH:7][C:8]([NH:22][CH2:21][C:19]2[O:20][C:16]([CH3:15])=[CH:17][CH:18]=2)=[N:9]3)(=[O:32])=[O:33])[CH:27]=[CH:28][C:29]=1[F:30], predict the reactants needed to synthesize it. The reactants are: [N+:1]([C:4]1[CH:13]=[CH:12][CH:11]=[C:10]2[C:5]=1[CH:6]=[CH:7][C:8](Cl)=[N:9]2)([O-])=O.[CH3:15][C:16]1[O:20][C:19]([CH2:21][NH2:22])=[CH:18][CH:17]=1.[F:23][C:24]1[CH:25]=[C:26]([S:31](Cl)(=[O:33])=[O:32])[CH:27]=[CH:28][C:29]=1[F:30]. (2) Given the product [N:22]([CH:21]1[CH2:5][CH2:1][CH:2]([CH2:3][CH:6]2[CH2:7][CH2:8][CH:9]([N:10]=[C:11]=[O:12])[CH2:14][CH2:13]2)[CH2:19][CH2:20]1)=[C:25]=[O:27], predict the reactants needed to synthesize it. The reactants are: [CH2:1]1[CH2:5]O[CH2:3][CH2:2]1.[CH2:6]([CH2:13][CH2:14]N=C=O)[CH2:7][CH2:8][CH2:9][N:10]=[C:11]=[O:12].N[CH2:19][CH:20](O)[CH2:21][NH2:22].C[CH:25]([OH:27])C.